From a dataset of Reaction yield outcomes from USPTO patents with 853,638 reactions. Predict the reaction yield, written as a fraction of the theoretical maximum amount of product (1.0 means a 100% yield; for example, 0.34 means a 34% yield). (1) The reactants are [N:1]1[C:10]2[C:5](=[CH:6][CH:7]=[CH:8][CH:9]=2)[N:4]=[CH:3][C:2]=1[C:11](Cl)=[O:12].[CH3:14][CH:15]([C:18]1[CH:23]=[CH:22][CH:21]=[CH:20][CH:19]=1)[CH2:16][NH2:17]. The catalyst is N1C=CC=CC=1. The product is [CH3:14][CH:15]([C:18]1[CH:23]=[CH:22][CH:21]=[CH:20][CH:19]=1)[CH2:16][NH:17][C:11]([C:2]1[CH:3]=[N:4][C:5]2[C:10](=[CH:9][CH:8]=[CH:7][CH:6]=2)[N:1]=1)=[O:12]. The yield is 0.690. (2) The reactants are [CH3:1][C:2]([CH3:11])([C:4](=[O:10])[CH2:5][CH:6]([CH3:9])[CH2:7][CH3:8])[CH3:3].[CH3:12][CH:13]([OH:16])[C:14]#[CH:15].C([Mg]Cl)C.C(C(O)(CCC)C#CC(O)C)(C)(C)C. The catalyst is O1CCCC1. The product is [C:2]([C:4]([OH:10])([CH2:5][CH:6]([CH3:9])[CH2:7][CH3:8])[C:15]#[C:14][CH:13]([OH:16])[CH3:12])([CH3:1])([CH3:11])[CH3:3]. The yield is 0.240. (3) The reactants are [Cl:1][C:2]1[CH:3]=[C:4]([CH:20]=[CH:21][CH:22]=1)[C:5]([NH:7][C:8]12[CH2:17][CH:12]3[CH2:13][CH:14]([CH2:16][C:10]([C:18]#[CH:19])([CH2:11]3)[CH2:9]1)[CH2:15]2)=[O:6].Cl[C:24]1[CH:29]=[N:28][CH:27]=[C:26]([CH3:30])[N:25]=1. The catalyst is C(N(CC)CC)C.C(#N)C.C(OCC)(=O)C.C1C=CC([P]([Pd]([P](C2C=CC=CC=2)(C2C=CC=CC=2)C2C=CC=CC=2)([P](C2C=CC=CC=2)(C2C=CC=CC=2)C2C=CC=CC=2)[P](C2C=CC=CC=2)(C2C=CC=CC=2)C2C=CC=CC=2)(C2C=CC=CC=2)C2C=CC=CC=2)=CC=1.[Cu]I. The product is [Cl:1][C:2]1[CH:3]=[C:4]([CH:20]=[CH:21][CH:22]=1)[C:5]([NH:7][C:8]12[CH2:17][CH:12]3[CH2:13][CH:14]([CH2:16][C:10]([C:18]#[C:19][C:24]4[CH:29]=[N:28][CH:27]=[C:26]([CH3:30])[N:25]=4)([CH2:11]3)[CH2:9]1)[CH2:15]2)=[O:6]. The yield is 0.380. (4) The reactants are [CH2:1]([C:3]1[N:7]2[CH:8]=[CH:9][C:10]([C:12]([O:14]C)=[O:13])=[CH:11][C:6]2=[N:5][C:4]=1[CH2:16][CH2:17][CH3:18])[CH3:2].[OH-].[Na+]. The catalyst is CO.C1COCC1.O. The product is [CH2:1]([C:3]1[N:7]2[CH:8]=[CH:9][C:10]([C:12]([OH:14])=[O:13])=[CH:11][C:6]2=[N:5][C:4]=1[CH2:16][CH2:17][CH3:18])[CH3:2]. The yield is 0.950. (5) The reactants are [CH3:1][C:2]1[CH:3]=[C:4]([CH:23]=[C:24]([CH3:26])[CH:25]=1)[O:5][C:6]1[CH:13]=[CH:12][C:9]([C:10]#[N:11])=[CH:8][C:7]=1[S:14]([N:17]1[CH2:22][CH2:21][NH:20][CH2:19][CH2:18]1)(=[O:16])=[O:15].[CH:27]([N:30]=[C:31]=[O:32])([CH3:29])[CH3:28].C(N(CC)CC)C. The catalyst is C(Cl)Cl. The product is [C:10]([C:9]1[CH:12]=[CH:13][C:6]([O:5][C:4]2[CH:3]=[C:2]([CH3:1])[CH:25]=[C:24]([CH3:26])[CH:23]=2)=[C:7]([S:14]([N:17]2[CH2:22][CH2:21][N:20]([C:31]([NH:30][CH:27]([CH3:29])[CH3:28])=[O:32])[CH2:19][CH2:18]2)(=[O:16])=[O:15])[CH:8]=1)#[N:11]. The yield is 0.113. (6) The reactants are [F:1][C:2]1[CH:9]=[C:8]([F:10])[CH:7]=[CH:6][C:3]=1[CH:4]=O.[CH3:11][O:12][C:13]1[CH:14]=[C:15]([CH:19]=[CH:20][C:21]=1[O:22][CH3:23])[CH2:16][C:17]#[N:18]. No catalyst specified. The product is [F:1][C:2]1[CH:9]=[C:8]([F:10])[CH:7]=[CH:6][C:3]=1/[CH:4]=[C:16](/[C:15]1[CH:19]=[CH:20][C:21]([O:22][CH3:23])=[C:13]([O:12][CH3:11])[CH:14]=1)\[C:17]#[N:18]. The yield is 0.310. (7) The reactants are C1C2C(=CC=CC=2)C=CC=1OS([C:15]([F:18])([F:17])[F:16])(=O)=O.C1(P(C2CCCCC2)[C:26]2[CH:31]=[CH:30][CH:29]=[CH:28][C:27]=2[C:32]2[C:37](OC(C)C)=[CH:36][CH:35]=[CH:34][C:33]=2OC(C)C)CCCCC1.[C:52]([O-])([O-])=O.[K+].[K+]. The catalyst is C1(C)C=CC=CC=1.O.C([O-])(=O)C.[Pd+2].C([O-])(=O)C. The product is [F:16][C:15]([F:18])([F:17])[C@@H:26]1[CH2:31][C@H:30]1[C:29]1[CH:28]=[CH:27][C:32]2[C:33](=[CH:34][CH:35]=[CH:36][CH:37]=2)[CH:52]=1. The yield is 0.780.